From a dataset of Forward reaction prediction with 1.9M reactions from USPTO patents (1976-2016). Predict the product of the given reaction. (1) Given the reactants Br[C:2]1[CH:7]=[CH:6][C:5]([CH2:8][CH2:9][N:10]([CH2:18][C@@H:19]([C:21]2[CH:26]=[CH:25][CH:24]=[C:23]([Cl:27])[CH:22]=2)[OH:20])[C:11](=[O:17])[O:12][C:13]([CH3:16])([CH3:15])[CH3:14])=[CH:4][CH:3]=1.[CH3:28][O:29][C:30]([C:32]1[CH:37]=[CH:36][C:35](B(O)O)=[CH:34][CH:33]=1)=[O:31].C(=O)([O-])[O-].[Na+].[Na+], predict the reaction product. The product is: [C:13]([O:12][C:11]([N:10]([CH2:9][CH2:8][C:5]1[CH:6]=[CH:7][C:2]([C:35]2[CH:36]=[CH:37][C:32]([C:30]([O:29][CH3:28])=[O:31])=[CH:33][CH:34]=2)=[CH:3][CH:4]=1)[CH2:18][C@@H:19]([C:21]1[CH:26]=[CH:25][CH:24]=[C:23]([Cl:27])[CH:22]=1)[OH:20])=[O:17])([CH3:16])([CH3:15])[CH3:14]. (2) Given the reactants [Li+].[OH-].C([O:5][C:6](=[O:23])[CH2:7][NH:8][C:9]([C:11]1[CH:16]=[CH:15][C:14]([C:17]2[CH:22]=[CH:21][CH:20]=[CH:19][CH:18]=2)=[CH:13][CH:12]=1)=[O:10])C, predict the reaction product. The product is: [C:14]1([C:17]2[CH:18]=[CH:19][CH:20]=[CH:21][CH:22]=2)[CH:15]=[CH:16][C:11]([C:9]([NH:8][CH2:7][C:6]([OH:23])=[O:5])=[O:10])=[CH:12][CH:13]=1. (3) Given the reactants [CH3:1][Si:2]([C:5]#[CH:6])([CH3:4])[CH3:3].[CH2:7]([C:9]1[C:13]2[N:14]=[C:15]([C:19]3[C:20]([O:26][CH2:27][CH2:28][CH3:29])=[N:21][CH:22]=[C:23](I)[CH:24]=3)[NH:16][C:17](=[O:18])[C:12]=2[N:11]([CH2:30][CH2:31][N:32]2[CH2:37][CH2:36][O:35][CH2:34][CH2:33]2)[N:10]=1)[CH3:8].C(#N)C, predict the reaction product. The product is: [CH2:7]([C:9]1[C:13]2[N:14]=[C:15]([C:19]3[C:20]([O:26][CH2:27][CH2:28][CH3:29])=[N:21][CH:22]=[C:23]([C:6]#[C:5][Si:2]([CH3:4])([CH3:3])[CH3:1])[CH:24]=3)[NH:16][C:17](=[O:18])[C:12]=2[N:11]([CH2:30][CH2:31][N:32]2[CH2:37][CH2:36][O:35][CH2:34][CH2:33]2)[N:10]=1)[CH3:8]. (4) Given the reactants Cl[C:2]1[N:7]=[C:6]2[N:8]([CH3:11])[N:9]=[CH:10][C:5]2=[C:4]([NH:12][C:13]2[CH:18]=[CH:17][CH:16]=[C:15]([O:19][CH3:20])[CH:14]=2)[N:3]=1.[O:21]=[C:22]1[NH:26][C:25]2[CH:27]=[CH:28][C:29](B3OC(C)(C)C(C)(C)O3)=[CH:30][C:24]=2[NH:23]1, predict the reaction product. The product is: [CH3:20][O:19][C:15]1[CH:14]=[C:13]([NH:12][C:4]2[N:3]=[C:2]([C:28]3[CH:29]=[CH:30][C:24]4[NH:23][C:22](=[O:21])[NH:26][C:25]=4[CH:27]=3)[N:7]=[C:6]3[N:8]([CH3:11])[N:9]=[CH:10][C:5]=23)[CH:18]=[CH:17][CH:16]=1. (5) Given the reactants [C:1]([O:5][C:6]([NH:8][C@@H:9]1[CH2:13][CH2:12][C@:11]([CH:17]([CH3:19])[CH3:18])([C:14]([OH:16])=O)[CH2:10]1)=[O:7])([CH3:4])([CH3:3])[CH3:2].[F:20][C:21]([F:26])([F:25])[C:22](O)=O.FC(F)(F)[C:29]1[CH:34]=[CH:33][CH:32]=[CH:31][C:30]=1[C:35]1[CH2:36][CH2:37][NH:38]C[CH:40]=1.C(N(CC)CC)C.F[P-](F)(F)(F)(F)F.N1(O[P+](N(C)C)(N(C)C)N(C)C)C2C=CC=CC=2N=N1, predict the reaction product. The product is: [C:1]([O:5][C:6](=[O:7])[NH:8][C@@H:9]1[CH2:13][CH2:12][C@:11]([CH:17]([CH3:19])[CH3:18])([C:14]([N:38]2[CH2:37][CH:36]=[C:35]([C:30]3[CH:31]=[CH:32][CH:33]=[CH:34][CH:29]=3)[CH2:40][CH:22]2[C:21]([F:26])([F:25])[F:20])=[O:16])[CH2:10]1)([CH3:2])([CH3:3])[CH3:4]. (6) Given the reactants [OH-:1].[Na+:2].[CH:3]1[N:7]=[CH:6][N:5]([CH2:8][C:9]([P:15]([OH:18])([OH:17])=[O:16])([P:11]([OH:14])([OH:13])=[O:12])[OH:10])[CH:4]=1.CN(C=[O:23])C, predict the reaction product. The product is: [CH:3]1[N:7]=[CH:6][N:5]([CH2:8][C:9]([P:11]([O-:14])([OH:13])=[O:12])([P:15]([O-:17])([OH:18])=[O:16])[OH:10])[CH:4]=1.[OH2:23].[OH2:1].[OH2:10].[OH2:10].[Na+:2].[Na+:2].